This data is from Full USPTO retrosynthesis dataset with 1.9M reactions from patents (1976-2016). The task is: Predict the reactants needed to synthesize the given product. (1) Given the product [Cl:1][C:2]1[CH:3]=[CH:4][C:5]([C:8]([NH2:16])=[O:10])=[N:6][CH:7]=1, predict the reactants needed to synthesize it. The reactants are: [Cl:1][C:2]1[CH:3]=[CH:4][C:5]([C:8]([OH:10])=O)=[N:6][CH:7]=1.S(Cl)(Cl)=O.[OH-].[NH4+:16]. (2) Given the product [O:6]([CH2:7][CH2:8][N:9]1[CH2:13][CH2:12][CH2:11][CH2:10]1)[C:5]1[CH:14]=[CH:15][CH:2]=[CH:3][CH:4]=1.[N:9]1([CH2:8][CH2:7][O:6][C:5]2[CH:14]=[CH:15][C:2]([C:17]3[NH:21][C:20]4[C:19]([C:18]=3[C:2]3[CH:3]=[CH:4][C:5]([OH:6])=[CH:14][CH:15]=3)=[CH:10][CH:11]=[CH:12][CH:13]=4)=[CH:3][CH:4]=2)[CH2:13][CH2:12][CH2:11][CH2:10]1, predict the reactants needed to synthesize it. The reactants are: Br[C:2]1[CH:15]=[CH:14][C:5]([O:6][CH2:7][CH2:8][N:9]2[CH2:13][CH2:12][CH2:11][CH2:10]2)=[CH:4][CH:3]=1.[Li][CH2:17][CH2:18][CH2:19][CH3:20].[NH4+:21].[Cl-]. (3) Given the product [CH2:1]([O:8][C:9]([N:11]1[CH2:12][CH2:13][N:14]([CH:17]2[CH2:18][NH:19][CH2:20]2)[CH2:15][CH2:16]1)=[O:10])[C:2]1[CH:7]=[CH:6][CH:5]=[CH:4][CH:3]=1, predict the reactants needed to synthesize it. The reactants are: [CH2:1]([O:8][C:9]([N:11]1[CH2:16][CH2:15][N:14]([CH:17]2[CH2:20][N:19](C(C3C=CC=CC=3)C3C=CC=CC=3)[CH2:18]2)[CH2:13][CH2:12]1)=[O:10])[C:2]1[CH:7]=[CH:6][CH:5]=[CH:4][CH:3]=1.ClC(OC(Cl)C)=O. (4) The reactants are: [Cl:1][C:2]1[C:10]([O:11]C)=[C:9]([O:13]C)[CH:8]=[CH:7][C:3]=1[CH2:4][CH2:5][NH2:6].Br[CH2:16][C:17]([C:19]1[CH:24]=[CH:23][C:22]([O:25]C)=[CH:21][CH:20]=1)=O. Given the product [CH:20]1[C:19]([CH:17]2[C:7]3[CH:8]=[C:9]([OH:13])[C:10]([OH:11])=[C:2]([Cl:1])[C:3]=3[CH2:4][CH2:5][NH:6][CH2:16]2)=[CH:24][CH:23]=[C:22]([OH:25])[CH:21]=1, predict the reactants needed to synthesize it.